From a dataset of Catalyst prediction with 721,799 reactions and 888 catalyst types from USPTO. Predict which catalyst facilitates the given reaction. Reactant: [C:1]([O:5][C:6](=[O:18])[CH:7]=[CH:8][C:9]1[CH:14]=[CH:13][C:12]([OH:15])=[CH:11][C:10]=1[CH:16]=[O:17])([CH3:4])([CH3:3])[CH3:2].[CH2:19](Br)[C:20]1[CH:25]=[CH:24][CH:23]=[CH:22][CH:21]=1.C([O-])([O-])=O.[Cs+].[Cs+]. The catalyst class is: 3. Product: [C:1]([O:5][C:6](=[O:18])[CH:7]=[CH:8][C:9]1[CH:14]=[CH:13][C:12]([O:15][CH2:19][C:20]2[CH:25]=[CH:24][CH:23]=[CH:22][CH:21]=2)=[CH:11][C:10]=1[CH:16]=[O:17])([CH3:4])([CH3:2])[CH3:3].